From a dataset of TCR-epitope binding with 47,182 pairs between 192 epitopes and 23,139 TCRs. Binary Classification. Given a T-cell receptor sequence (or CDR3 region) and an epitope sequence, predict whether binding occurs between them. The epitope is EILDITPCSF. The TCR CDR3 sequence is CASSQEGLNEQFF. Result: 1 (the TCR binds to the epitope).